Dataset: Reaction yield outcomes from USPTO patents with 853,638 reactions. Task: Predict the reaction yield, written as a fraction of the theoretical maximum amount of product (1.0 means a 100% yield; for example, 0.34 means a 34% yield). The reactants are [H-].[Na+].[CH2:3]([OH:7])[CH2:4][CH2:5][OH:6].Cl[C:9]1[CH:16]=[CH:15][C:12]([C:13]#[N:14])=[CH:11][N:10]=1.O. The catalyst is CN(C=O)C. The product is [OH:6][CH2:5][CH2:4][CH2:3][O:7][C:9]1[CH:16]=[CH:15][C:12]([C:13]#[N:14])=[CH:11][N:10]=1. The yield is 0.830.